Dataset: Reaction yield outcomes from USPTO patents with 853,638 reactions. Task: Predict the reaction yield, written as a fraction of the theoretical maximum amount of product (1.0 means a 100% yield; for example, 0.34 means a 34% yield). (1) The reactants are [NH2:1][CH2:2][CH2:3][CH2:4][N:5]([CH3:18])[S:6]([C:9]1[CH:14]=[CH:13][CH:12]=[CH:11][C:10]=1[N+:15]([O-:17])=[O:16])(=[O:8])=[O:7].[S:19]1[C:23]2[CH:24]=[CH:25][CH:26]=[CH:27][C:22]=2[CH:21]=[C:20]1[C:28]([NH:30][C@H:31]([C:36](O)=[O:37])[CH2:32][CH:33]([CH3:35])[CH3:34])=[O:29].CN1CCOCC1.CCN=C=NCCCN(C)C.Cl. The catalyst is C(Cl)Cl.C1C=C2C(N(O)N=NC2=CC=1)=O. The product is [CH3:34][CH:33]([CH3:35])[CH2:32][C@H:31]([NH:30][C:28]([C:20]1[S:19][C:23]2[CH:24]=[CH:25][CH:26]=[CH:27][C:22]=2[CH:21]=1)=[O:29])[C:36]([NH:1][CH2:2][CH2:3][CH2:4][N:5]([CH3:18])[S:6]([C:9]1[CH:14]=[CH:13][CH:12]=[CH:11][C:10]=1[N+:15]([O-:17])=[O:16])(=[O:7])=[O:8])=[O:37]. The yield is 0.405. (2) The reactants are C([O:9][C:10]1[CH:15]=[CH:14][C:13]([O:16][CH2:17][C:18]([O:20][CH3:21])=[O:19])=[C:12]([N+:22]([O-:24])=[O:23])[CH:11]=1)(=O)C1C=CC=CC=1.C[O-].[Na+]. The catalyst is CO. The product is [CH3:21][O:20][C:18]([CH2:17][O:16][C:13]1[CH:14]=[CH:15][C:10]([OH:9])=[CH:11][C:12]=1[N+:22]([O-:24])=[O:23])=[O:19]. The yield is 0.850. (3) The reactants are [C:1]([C:3]1[CH:10]=[CH:9][C:6]([CH2:7][OH:8])=[CH:5][CH:4]=1)#[N:2].[N:11]([C:14]1[CH:23]=[CH:22][CH:21]=[C:20]2[C:15]=1[CH:16]=[CH:17][N:18]=[CH:19]2)=[C:12]=[O:13]. The catalyst is C(OCC)C. The product is [CH:19]1[C:20]2[C:15](=[C:14]([NH:11][C:12](=[O:13])[O:8][CH2:7][C:6]3[CH:9]=[CH:10][C:3]([C:1]#[N:2])=[CH:4][CH:5]=3)[CH:23]=[CH:22][CH:21]=2)[CH:16]=[CH:17][N:18]=1. The yield is 0.440. (4) The product is [O:36]=[C:35]1[C:6]2[C:7](=[CH:40][CH:9]=[CH:4][CH:5]=2)[C:10](=[O:11])[N:12]1[O:13][CH2:14][CH2:15][NH:16][S:17]([NH:20][C:21](=[O:27])[O:22][C:23]([CH3:24])([CH3:25])[CH3:26])(=[O:18])=[O:19]. The yield is 0.230. The reactants are O=C1N2[CH2:9][C@@H:4]([CH2:5][CH2:6][C@H:7]2[C:10]([NH:12][O:13][CH2:14][CH2:15][NH:16][S:17]([NH:20][C:21](=[O:27])[O:22][C:23]([CH3:26])([CH3:25])[CH3:24])(=[O:19])=[O:18])=[O:11])N1OS(O)(=O)=O.FC(F)(F)[C:35](O)=[O:36].[CH2:40](Cl)Cl. No catalyst specified. (5) The reactants are [Cl:1][C:2]([Cl:7])([Cl:6])[C:3](O)=[O:4].ClC(Cl)(Cl)C([O-])=O.[Na+].C([CH:18]1[CH2:23][CH2:22][N:21]([C:24]([O:26][C:27]([CH3:30])([CH3:29])[CH3:28])=[O:25])[CH2:20][CH2:19]1)=O. The catalyst is CN(C=O)C. The product is [Cl:1][C:2]([Cl:7])([Cl:6])[CH:3]([CH:18]1[CH2:23][CH2:22][N:21]([C:24]([O:26][C:27]([CH3:30])([CH3:29])[CH3:28])=[O:25])[CH2:20][CH2:19]1)[OH:4]. The yield is 0.735. (6) The reactants are [Br:1][C:2]1[CH:7]=[CH:6][C:5]([Cl:8])=[CH:4][C:3]=1[N+:9]([O-])=O.C([O-])=O.[NH4+]. The catalyst is CO.O.[Zn]. The product is [Br:1][C:2]1[CH:7]=[CH:6][C:5]([Cl:8])=[CH:4][C:3]=1[NH2:9]. The yield is 0.750. (7) The reactants are C1(C)C=CC(S(N[C@H](C2C=CC=CC=2)[C@@H](C2C=CC=CC=2)N)(=O)=O)=CC=1.C1(CC([O:36][C:37]2[CH2:46][CH:45]([CH:47]3[CH2:52][CH2:51][CH2:50][CH2:49][CH2:48]3)[C:44]3[C:39](=[CH:40][CH:41]=[CH:42][CH:43]=3)[CH:38]=2)=O)C=CC=CC=1.[OH-].[K+]. The catalyst is C(O)(C)C.C1C=CC=CC=1.C1C=CC=CC=1.Cl[Ru]Cl.Cl[Ru]Cl. The product is [CH:47]1([C@@H:45]2[C:44]3[C:39](=[CH:40][CH:41]=[CH:42][CH:43]=3)[CH2:38][C@H:37]([OH:36])[CH2:46]2)[CH2:48][CH2:49][CH2:50][CH2:51][CH2:52]1. The yield is 0.400. (8) The reactants are [Cl:1][C:2]1[N:3]=[C:4]([N:21]2[CH2:26][CH2:25][O:24][CH2:23][CH2:22]2)[C:5]2[S:10][C:9]([CH2:11][N:12]3[CH2:15][C:14]4([CH2:20][CH2:19][NH:18][CH2:17][CH2:16]4)[CH2:13]3)=[CH:8][C:6]=2[N:7]=1.C(N(CC)CC)C.[CH3:34][S:35](Cl)(=[O:37])=[O:36]. The catalyst is C(Cl)Cl.[Cl-].[Na+].O. The product is [Cl:1][C:2]1[N:3]=[C:4]([N:21]2[CH2:26][CH2:25][O:24][CH2:23][CH2:22]2)[C:5]2[S:10][C:9]([CH2:11][N:12]3[CH2:13][C:14]4([CH2:20][CH2:19][N:18]([S:35]([CH3:34])(=[O:37])=[O:36])[CH2:17][CH2:16]4)[CH2:15]3)=[CH:8][C:6]=2[N:7]=1. The yield is 0.650. (9) The reactants are [CH3:1][C:2]1([CH3:10])[C:6](=O)[CH2:5][C:4]([CH3:9])([CH3:8])[NH:3]1.O.NN.[OH-].[K+].C(=O)([O-])[O-].[K+].[K+]. The catalyst is C(OCCOCCO)C. The product is [CH3:1][C:2]1([CH3:10])[CH2:6][CH2:5][C:4]([CH3:9])([CH3:8])[NH:3]1. The yield is 0.730. (10) The reactants are [F:1][C:2]1[C:3]2[C:14](=[O:15])[N:13]([C:16]3[C:21]([CH:22]=[O:23])=[C:20]([C:24]4[CH:29]=[C:28]([NH:30][C:31]5[CH:36]=[CH:35][C:34]([N:37]6[CH2:42][CH2:41][N:40]([CH:43]7[CH2:46][O:45][CH2:44]7)[CH2:39][C@@H:38]6[CH3:47])=[CH:33][N:32]=5)[C:27](=[O:48])[N:26]([CH3:49])[CH:25]=4)[CH:19]=[CH:18][N:17]=3)[CH2:12][CH2:11][C:4]=2[N:5]2[C:10]=1[CH2:9][CH2:8][CH2:7][CH2:6]2.[BH4-].[Na+]. The catalyst is CO. The product is [F:1][C:2]1[C:3]2[C:14](=[O:15])[N:13]([C:16]3[C:21]([CH2:22][OH:23])=[C:20]([C:24]4[CH:29]=[C:28]([NH:30][C:31]5[CH:36]=[CH:35][C:34]([N:37]6[CH2:42][CH2:41][N:40]([CH:43]7[CH2:44][O:45][CH2:46]7)[CH2:39][C@@H:38]6[CH3:47])=[CH:33][N:32]=5)[C:27](=[O:48])[N:26]([CH3:49])[CH:25]=4)[CH:19]=[CH:18][N:17]=3)[CH2:12][CH2:11][C:4]=2[N:5]2[C:10]=1[CH2:9][CH2:8][CH2:7][CH2:6]2. The yield is 0.280.